This data is from Catalyst prediction with 721,799 reactions and 888 catalyst types from USPTO. The task is: Predict which catalyst facilitates the given reaction. (1) The catalyst class is: 2. Reactant: [CH3:1][O:2][C:3]1[CH:8]=[CH:7][CH:6]=[CH:5][C:4]=1[C@@H:9]1[CH2:11][C@H:10]1[CH2:12][NH:13][C:14]1[CH:19]=[N:18][NH:17][C:16](=[O:20])[C:15]=1[C:21]([F:24])([F:23])[F:22].[C:25](O[C:25]([O:27][C:28]([CH3:31])([CH3:30])[CH3:29])=[O:26])([O:27][C:28]([CH3:31])([CH3:30])[CH3:29])=[O:26].C(N(CC)CC)C. Product: [CH3:1][O:2][C:3]1[CH:8]=[CH:7][CH:6]=[CH:5][C:4]=1[C@@H:9]1[CH2:11][C@H:10]1[CH2:12][NH:13][C:14]1[CH:19]=[N:18][N:17]([C:25]([O:27][C:28]([CH3:31])([CH3:30])[CH3:29])=[O:26])[C:16](=[O:20])[C:15]=1[C:21]([F:24])([F:22])[F:23]. (2) Reactant: C([O-])(=O)C.[NH4+].C[O:7][C:8](=O)[CH2:9][CH:10]1[CH2:18][C:17]2[C:12](=[CH:13][CH:14]=[CH:15][CH:16]=2)[C:11]1=O.C([BH3-])#[N:22].[Na+]. Product: [NH:22]1[C:8](=[O:7])[CH2:9][CH:10]2[CH2:18][C:17]3[C:12]([CH:11]12)=[CH:13][CH:14]=[CH:15][CH:16]=3. The catalyst class is: 5. (3) Reactant: [Cl:1][C:2]1[N:3]=[C:4]([C:9]([NH:11][C@H:12]2[CH2:17][CH2:16][N:15]([C:18]3[S:19][C:20]([C:24]([NH:26][CH2:27][CH2:28][C:29]#[N:30])=O)=[C:21]([CH3:23])[N:22]=3)[CH2:14][C@H:13]2[O:31][CH3:32])=[O:10])[NH:5][C:6]=1[CH2:7][CH3:8].C1(P(C2C=CC=CC=2)C2C=CC=CC=2)C=CC=CC=1.N(C(OC(C)C)=O)=NC(OC(C)C)=O.C[Si]([N:70]=[N+:71]=[N-:72])(C)C. Product: [Cl:1][C:2]1[N:3]=[C:4]([C:9]([NH:11][C@H:12]2[CH2:17][CH2:16][N:15]([C:18]3[S:19][C:20]([C:24]4[N:26]([CH2:27][CH2:28][C:29]#[N:30])[N:72]=[N:71][N:70]=4)=[C:21]([CH3:23])[N:22]=3)[CH2:14][C@H:13]2[O:31][CH3:32])=[O:10])[NH:5][C:6]=1[CH2:7][CH3:8]. The catalyst class is: 476. (4) Product: [CH2:40]([O:47][C:19]([NH:16][C@H:10]1[C@@H:5]([C:3]([O:2][CH3:1])=[O:4])[CH2:6][CH:7]=[CH:8][CH2:9]1)=[O:27])[C:41]1[CH:46]=[CH:45][CH:44]=[CH:43][CH:42]=1. The catalyst class is: 260. Reactant: [CH3:1][O:2][C:3]([C@@H:5]1[C@H:10](C(O)=O)[CH2:9][CH:8]=[CH:7][CH2:6]1)=[O:4].C([N:16]([CH2:19]C)CC)C.C1C=CC([O:27]P(OC2C=CC=CC=2)(N=[N+]=[N-])=O)=CC=1.[CH2:40]([OH:47])[C:41]1[CH:46]=[CH:45][CH:44]=[CH:43][CH:42]=1. (5) Reactant: [CH3:1][Mg]Cl.[CH3:4][N:5]1[C:13]2[C:8](=[CH:9][C:10](C(OC)=O)=[CH:11][CH:12]=2)[C:7]([C:18]2[N:30]([S:31]([C:34]3[CH:40]=[CH:39][C:37]([CH3:38])=[CH:36][CH:35]=3)(=[O:33])=[O:32])[C:21]3=[N:22][CH:23]=[C:24]4[CH:28]=[N:27][N:26]([CH3:29])[C:25]4=[C:20]3[CH:19]=2)=[CH:6]1.[CH3:41][C:42]([OH:44])=O. Product: [CH3:4][N:5]1[C:13]2[C:8](=[CH:9][C:10]([C:42]([OH:44])([CH3:41])[CH3:1])=[CH:11][CH:12]=2)[C:7]([C:18]2[N:30]([S:31]([C:34]3[CH:40]=[CH:39][C:37]([CH3:38])=[CH:36][CH:35]=3)(=[O:32])=[O:33])[C:21]3=[N:22][CH:23]=[C:24]4[CH:28]=[N:27][N:26]([CH3:29])[C:25]4=[C:20]3[CH:19]=2)=[CH:6]1. The catalyst class is: 20. (6) Reactant: [C:1]1([C:7]2[C:11]([C:12]3[CH:17]=[CH:16][CH:15]=[CH:14][CH:13]=3)=[C:10]([C:18]([O:20][CH2:21][CH3:22])=[O:19])[NH:9][N:8]=2)[CH:6]=[CH:5][CH:4]=[CH:3][CH:2]=1.[CH2:23](Br)[C:24]1[CH:29]=[CH:28][CH:27]=[CH:26][CH:25]=1.CC(N(C)C)=O.C(=O)([O-])[O-].[Cs+].[Cs+]. Product: [CH2:23]([N:9]1[C:10]([C:18]([O:20][CH2:21][CH3:22])=[O:19])=[C:11]([C:12]2[CH:13]=[CH:14][CH:15]=[CH:16][CH:17]=2)[C:7]([C:1]2[CH:2]=[CH:3][CH:4]=[CH:5][CH:6]=2)=[N:8]1)[C:24]1[CH:29]=[CH:28][CH:27]=[CH:26][CH:25]=1. The catalyst class is: 6. (7) Reactant: [C:1]([NH:4][CH2:5][CH:6]1[CH:12]([C:13]2[CH:18]=[CH:17][C:16]([Cl:19])=[C:15]([Cl:20])[CH:14]=2)[O:11][CH2:10][CH2:9][N:8](C(OC(C)(C)C)=O)[CH2:7]1)(=[O:3])[CH3:2].C(OCC)(=O)C.Cl. Product: [ClH:19].[Cl:20][C:15]1[CH:14]=[C:13]([CH:12]2[O:11][CH2:10][CH2:9][NH:8][CH2:7][CH:6]2[CH2:5][NH:4][C:1](=[O:3])[CH3:2])[CH:18]=[CH:17][C:16]=1[Cl:19]. The catalyst class is: 13. (8) The catalyst class is: 13. Product: [C:21]([O:20][C:18]([N:15]1[CH2:16][CH2:17][C:12]2([NH:25][CH:41]([C:40]3[CH:43]=[CH:44][C:37]([CH:34]4[CH2:36][CH2:35]4)=[CH:38][CH:39]=3)[N:9]([CH2:8][CH2:7][C:6]3[CH:26]=[CH:27][C:3]([O:2][CH3:1])=[CH:4][CH:5]=3)[C:10]2=[O:11])[CH2:13][CH2:14]1)=[O:19])([CH3:23])([CH3:24])[CH3:22]. Reactant: [CH3:1][O:2][C:3]1[CH:27]=[CH:26][C:6]([CH2:7][CH2:8][NH:9][C:10]([C:12]2([NH2:25])[CH2:17][CH2:16][N:15]([C:18]([O:20][C:21]([CH3:24])([CH3:23])[CH3:22])=[O:19])[CH2:14][CH2:13]2)=[O:11])=[CH:5][CH:4]=1.C([O-])([O-])=O.[K+].[K+].[CH:34]1([C:37]2[CH:44]=[CH:43][C:40]([CH:41]=O)=[CH:39][CH:38]=2)[CH2:36][CH2:35]1.